The task is: Regression. Given two drug SMILES strings and cell line genomic features, predict the synergy score measuring deviation from expected non-interaction effect.. This data is from NCI-60 drug combinations with 297,098 pairs across 59 cell lines. (1) Drug 1: CCC1(CC2CC(C3=C(CCN(C2)C1)C4=CC=CC=C4N3)(C5=C(C=C6C(=C5)C78CCN9C7C(C=CC9)(C(C(C8N6C)(C(=O)OC)O)OC(=O)C)CC)OC)C(=O)OC)O.OS(=O)(=O)O. Drug 2: C1CN(CCN1C(=O)CCBr)C(=O)CCBr. Cell line: SF-268. Synergy scores: CSS=2.14, Synergy_ZIP=-6.60, Synergy_Bliss=-9.93, Synergy_Loewe=-8.55, Synergy_HSA=-8.47. (2) Drug 1: COC1=NC(=NC2=C1N=CN2C3C(C(C(O3)CO)O)O)N. Drug 2: CC1=C(N=C(N=C1N)C(CC(=O)N)NCC(C(=O)N)N)C(=O)NC(C(C2=CN=CN2)OC3C(C(C(C(O3)CO)O)O)OC4C(C(C(C(O4)CO)O)OC(=O)N)O)C(=O)NC(C)C(C(C)C(=O)NC(C(C)O)C(=O)NCCC5=NC(=CS5)C6=NC(=CS6)C(=O)NCCC[S+](C)C)O. Cell line: NCI-H322M. Synergy scores: CSS=15.8, Synergy_ZIP=-2.65, Synergy_Bliss=1.44, Synergy_Loewe=1.81, Synergy_HSA=2.18. (3) Drug 1: C1CCN(CC1)CCOC2=CC=C(C=C2)C(=O)C3=C(SC4=C3C=CC(=C4)O)C5=CC=C(C=C5)O. Drug 2: C1CN(P(=O)(OC1)NCCCl)CCCl. Cell line: EKVX. Synergy scores: CSS=7.44, Synergy_ZIP=-2.48, Synergy_Bliss=-1.78, Synergy_Loewe=-0.862, Synergy_HSA=-1.09.